Dataset: Forward reaction prediction with 1.9M reactions from USPTO patents (1976-2016). Task: Predict the product of the given reaction. (1) Given the reactants Br[C:2]1[CH:7]=[CH:6][C:5]([C:8]2[O:9][C:10]3[CH:16]=[CH:15][CH:14]=[CH:13][C:11]=3[N:12]=2)=[CH:4][CH:3]=1.[C:17]1([C:23]2[CH:24]=[CH:25][C:26]3[NH:27][C:28]4[C:33]([C:34]=3[CH:35]=2)=[CH:32][C:31]([C:36]2[CH:41]=[CH:40][CH:39]=[CH:38][CH:37]=2)=[CH:30][CH:29]=4)[CH:22]=[CH:21][CH:20]=[CH:19][CH:18]=1.CC(C)([O-])C.[Na+].C(P(C(C)(C)C)C(C)(C)C)(C)(C)C, predict the reaction product. The product is: [O:9]1[C:10]2[CH:16]=[CH:15][CH:14]=[CH:13][C:11]=2[N:12]=[C:8]1[C:5]1[CH:6]=[CH:7][C:2]([N:27]2[C:28]3[CH:29]=[CH:30][C:31]([C:36]4[CH:41]=[CH:40][CH:39]=[CH:38][CH:37]=4)=[CH:32][C:33]=3[C:34]3[C:26]2=[CH:25][CH:24]=[C:23]([C:17]2[CH:18]=[CH:19][CH:20]=[CH:21][CH:22]=2)[CH:35]=3)=[CH:3][CH:4]=1. (2) The product is: [CH3:21][O:20][C:18](=[O:19])[CH:16]([NH:15][S:12]([C:9]1[CH:10]=[CH:11][C:6]([O:5][CH2:1][C:2]#[C:3][CH3:4])=[CH:7][CH:8]=1)(=[O:14])=[O:13])[CH2:17][O:25][CH2:24][CH2:23][Br:22]. Given the reactants [CH2:1]([O:5][C:6]1[CH:11]=[CH:10][C:9]([S:12]([N:15]2[CH2:17][CH:16]2[C:18]([O:20][CH3:21])=[O:19])(=[O:14])=[O:13])=[CH:8][CH:7]=1)[C:2]#[C:3][CH3:4].[Br:22][CH2:23][CH2:24][OH:25].B(F)(F)F.CCOCC, predict the reaction product. (3) Given the reactants Cl.[Br:2][C:3]1[CH:8]=[CH:7][C:6]([NH:9][NH2:10])=[CH:5][CH:4]=1.[CH2:11]([O:13][C:14](=[O:22])[CH:15]([C:19](=O)[CH3:20])[C:16](=O)[CH3:17])[CH3:12].C(Cl)(Cl)Cl, predict the reaction product. The product is: [CH2:11]([O:13][C:14]([C:15]1[C:16]([CH3:17])=[N:10][N:9]([C:6]2[CH:7]=[CH:8][C:3]([Br:2])=[CH:4][CH:5]=2)[C:19]=1[CH3:20])=[O:22])[CH3:12]. (4) Given the reactants C([O:3][C:4](=[O:14])[C:5]([F:13])([C:7]1[CH:12]=[CH:11][CH:10]=[CH:9][CH:8]=1)[CH3:6])C.O.[OH-].[Li+], predict the reaction product. The product is: [F:13][C:5]([C:7]1[CH:12]=[CH:11][CH:10]=[CH:9][CH:8]=1)([CH3:6])[C:4]([OH:14])=[O:3]. (5) Given the reactants Br[C:2]1[C:7]([F:8])=[CH:6][CH:5]=[CH:4][C:3]=1[N+:9]([O-:11])=[O:10].[F:12][C:13]1[CH:18]=[CH:17][CH:16]=[CH:15][C:14]=1B(O)O.CN(C)C=O.C(=O)([O-])[O-].[K+].[K+], predict the reaction product. The product is: [F:8][C:7]1[CH:6]=[CH:5][CH:4]=[C:3]([N+:9]([O-:11])=[O:10])[C:2]=1[C:14]1[CH:15]=[CH:16][CH:17]=[CH:18][C:13]=1[F:12].